Dataset: Full USPTO retrosynthesis dataset with 1.9M reactions from patents (1976-2016). Task: Predict the reactants needed to synthesize the given product. Given the product [Br:8][C:4]1[CH:5]=[CH:6][CH:7]=[C:2]([O:14][CH2:13][C:12]([F:16])([F:15])[F:11])[N:3]=1, predict the reactants needed to synthesize it. The reactants are: Br[C:2]1[CH:7]=[CH:6][CH:5]=[C:4]([Br:8])[N:3]=1.[H-].[Na+].[F:11][C:12]([F:16])([F:15])[CH2:13][OH:14].